From a dataset of Full USPTO retrosynthesis dataset with 1.9M reactions from patents (1976-2016). Predict the reactants needed to synthesize the given product. (1) Given the product [C:6]([O:16][C:15](=[O:17])[CH2:14][N:13]([C@@H:4]([CH2:5][C:6]1[CH:11]=[CH:10][C:9]([O:12][CH2:29][C:28]2[CH:31]=[CH:32][C:33]([Cl:34])=[C:26]([Cl:25])[CH:27]=2)=[CH:8][CH:7]=1)[CH2:3][C:1]#[N:2])[CH3:18])([CH3:11])([CH3:7])[CH3:5], predict the reactants needed to synthesize it. The reactants are: [C:1]([CH2:3][C@@H:4]([N:13]([CH3:18])[CH2:14][C:15]([OH:17])=[O:16])[CH2:5][C:6]1[CH:11]=[CH:10][C:9]([OH:12])=[CH:8][CH:7]=1)#[N:2].C([O-])([O-])=O.[K+].[K+].[Cl:25][C:26]1[CH:27]=[C:28]([CH:31]=[CH:32][C:33]=1[Cl:34])[CH2:29]Br. (2) Given the product [CH3:18][O:17][C:14]1[CH:15]=[CH:16][C:11]([CH:9]([C:6]2[CH:5]=[CH:4][C:3]([O:2][CH3:1])=[CH:8][CH:7]=2)[NH:10][C:20]([C@H:21]2[CH2:26][CH2:25][C@H:24]([CH2:27][OH:28])[CH2:23][CH2:22]2)=[O:19])=[CH:12][CH:13]=1, predict the reactants needed to synthesize it. The reactants are: [CH3:1][O:2][C:3]1[CH:8]=[CH:7][C:6]([CH:9]([C:11]2[CH:16]=[CH:15][C:14]([O:17][CH3:18])=[CH:13][CH:12]=2)[NH2:10])=[CH:5][CH:4]=1.[OH:19][CH2:20][C@H:21]1[CH2:26][CH2:25][C@H:24]([C:27](O)=[O:28])[CH2:23][CH2:22]1.C(N(CC)CC)C.F[P-](F)(F)(F)(F)F.N1(O[P+](N(C)C)(N(C)C)N(C)C)C2C=CC=CC=2N=N1. (3) Given the product [CH:1]1([C:7]2[C:15]3[C:10](=[CH:11][C:12]([C:16]([NH:68][C:69]4([C:74]([NH:76][C:77]5[CH:78]=[CH:79][C:80](/[CH:83]=[CH:84]/[C:85]([OH:87])=[O:86])=[CH:81][CH:82]=5)=[O:75])[CH2:70][CH2:71][CH2:72][CH2:73]4)=[O:17])=[CH:13][CH:14]=3)[N:9]([CH2:19][C:20]([N:22]3[CH2:23][CH2:24][N:25]([CH3:28])[CH2:26][CH2:27]3)=[O:21])[C:8]=2[C:29]2[CH:34]=[CH:33][CH:32]=[CH:31][CH:30]=2)[CH2:6][CH2:5][CH2:4][CH2:3][CH2:2]1, predict the reactants needed to synthesize it. The reactants are: [CH:1]1([C:7]2[C:15]3[C:10](=[CH:11][C:12]([C:16](O)=[O:17])=[CH:13][CH:14]=3)[N:9]([CH2:19][C:20]([N:22]3[CH2:27][CH2:26][N:25]([CH3:28])[CH2:24][CH2:23]3)=[O:21])[C:8]=2[C:29]2[CH:34]=[CH:33][CH:32]=[CH:31][CH:30]=2)[CH2:6][CH2:5][CH2:4][CH2:3][CH2:2]1.CCN(C(C)C)C(C)C.CN(C(ON1N=NC2C=CC=NC1=2)=[N+](C)C)C.F[P-](F)(F)(F)(F)F.[NH2:68][C:69]1([C:74]([NH:76][C:77]2[CH:82]=[CH:81][C:80](/[CH:83]=[CH:84]/[C:85]([O:87]CC)=[O:86])=[CH:79][CH:78]=2)=[O:75])[CH2:73][CH2:72][CH2:71][CH2:70]1.Cl. (4) Given the product [CH3:1][O:2][C:3]1[CH:12]=[C:11]2[C:6]([C:7]([O:13][CH2:14][C:15]3[N:19]4[N:20]=[C:21]([C:24]5[S:28][C:27]([C:29]([Cl:35])=[O:30])=[C:26]([CH3:32])[CH:25]=5)[CH:22]=[CH:23][C:18]4=[N:17][N:16]=3)=[CH:8][CH:9]=[N:10]2)=[CH:5][CH:4]=1, predict the reactants needed to synthesize it. The reactants are: [CH3:1][O:2][C:3]1[CH:12]=[C:11]2[C:6]([C:7]([O:13][CH2:14][C:15]3[N:19]4[N:20]=[C:21]([C:24]5[S:28][C:27]([C:29](O)=[O:30])=[C:26]([CH3:32])[CH:25]=5)[CH:22]=[CH:23][C:18]4=[N:17][N:16]=3)=[CH:8][CH:9]=[N:10]2)=[CH:5][CH:4]=1.S(Cl)([Cl:35])=O. (5) Given the product [NH2:1][C:2]1[CH:10]=[CH:9][C:5]([C:6]([N:41]2[CH2:42][CH2:43][N:38]([CH2:36][CH3:37])[CH2:39][CH2:40]2)=[O:8])=[C:4]([C:11]([F:14])([F:13])[F:12])[CH:3]=1, predict the reactants needed to synthesize it. The reactants are: [NH2:1][C:2]1[CH:10]=[CH:9][C:5]([C:6]([OH:8])=O)=[C:4]([C:11]([F:14])([F:13])[F:12])[CH:3]=1.C1C=CC2N(O)N=NC=2C=1.C(Cl)CCl.CCN(CC)CC.[CH2:36]([N:38]1[CH2:43][CH2:42][NH:41][CH2:40][CH2:39]1)[CH3:37]. (6) Given the product [CH3:16][C:15]([CH3:18])([CH3:17])[C:14](=[O:19])[CH:3]([OH:20])[C:4]([O:6][CH2:7][C:8]1[CH:13]=[CH:12][CH:11]=[CH:10][CH:9]=1)=[O:5], predict the reactants needed to synthesize it. The reactants are: [N+](=[C:3]([C:14](=[O:19])[C:15]([CH3:18])([CH3:17])[CH3:16])[C:4]([O:6][CH2:7][C:8]1[CH:13]=[CH:12][CH:11]=[CH:10][CH:9]=1)=[O:5])=[N-].[O:20]1CCCC1.O. (7) Given the product [N:1]([C:4]1[CH:11]=[CH:10][C:7]([CH:8]=[CH:13][CH:12]=[O:15])=[C:6]([CH3:18])[CH:5]=1)=[N+:2]=[N-:3], predict the reactants needed to synthesize it. The reactants are: [N:1]([C:4]1[CH:11]=[CH:10][C:7]([CH:8]=O)=[CH:6][CH:5]=1)=[N+:2]=[N-:3].[CH:12](=[O:15])[CH2:13]C.[OH-].[Na+].[CH:18](O)(C)C. (8) Given the product [F:1][C:2]1[CH:10]=[C:9]([CH:11]=[O:12])[CH:8]=[CH:7][C:3]=1[C:4]([NH:18][CH3:17])=[O:5], predict the reactants needed to synthesize it. The reactants are: [F:1][C:2]1[CH:10]=[C:9]([CH:11]=[O:12])[CH:8]=[CH:7][C:3]=1[C:4](O)=[O:5].S(Cl)(Cl)=O.[CH3:17][NH2:18].O. (9) Given the product [CH3:1][O:2][C:3](=[O:31])[CH:4]([C:9]1[CH:10]=[C:11]([C:36]2[CH:37]=[C:38]([C:40]([F:43])([F:41])[F:42])[CH:39]=[C:34]([C:33]([F:32])([F:48])[F:47])[CH:35]=2)[CH:12]=[C:13]([O:15][S:16]([C:19]([F:21])([F:22])[F:20])(=[O:18])=[O:17])[CH:14]=1)[CH2:5][CH:6]([CH3:7])[CH3:8], predict the reactants needed to synthesize it. The reactants are: [CH3:1][O:2][C:3](=[O:31])[CH:4]([C:9]1[CH:14]=[C:13]([O:15][S:16]([C:19]([F:22])([F:21])[F:20])(=[O:18])=[O:17])[CH:12]=[C:11](OCC2C=CC=CC=2)[CH:10]=1)[CH2:5][C:6]([CH3:8])=[CH2:7].[F:32][C:33]([F:48])([F:47])[C:34]1[CH:35]=[C:36](B(O)O)[CH:37]=[C:38]([C:40]([F:43])([F:42])[F:41])[CH:39]=1.